Predict the reactants needed to synthesize the given product. From a dataset of Full USPTO retrosynthesis dataset with 1.9M reactions from patents (1976-2016). (1) Given the product [Br:8][C:4]1[CH:5]=[CH:6][CH:7]=[C:2]([C:9]2[CH:14]=[CH:13][CH:12]=[CH:11][CH:10]=2)[N:3]=1.[Br:1][C:2]1[CH:7]=[CH:6][CH:5]=[C:4]([Br:8])[N:3]=1.[C:9]1([C:2]2[CH:7]=[CH:6][CH:5]=[C:4]([C:9]3[CH:14]=[CH:13][CH:12]=[CH:11][CH:10]=3)[N:3]=2)[CH:14]=[CH:13][CH:12]=[CH:11][CH:10]=1, predict the reactants needed to synthesize it. The reactants are: [Br:1][C:2]1[CH:7]=[CH:6][CH:5]=[C:4]([Br:8])[N:3]=1.[C:9]1(B(O)O)[CH:14]=[CH:13][CH:12]=[CH:11][CH:10]=1.C([O-])([O-])=O.[Na+].[Na+]. (2) The reactants are: [Cl:1][C:2]1[CH:3]=[C:4]([NH:16][C:17]2[C:26]3[C:21](=[CH:22][CH:23]=[CH:24][C:25]=3[O:27][C@H:28]([CH3:33])[C:29]([O:31]C)=O)[N:20]=[CH:19][N:18]=2)[CH:5]=[CH:6][C:7]=1[O:8][CH2:9][C:10]1[CH:15]=[CH:14][CH:13]=[CH:12][N:11]=1.[CH3:34][NH2:35]. Given the product [Cl:1][C:2]1[CH:3]=[C:4]([NH:16][C:17]2[C:26]3[C:21](=[CH:22][CH:23]=[CH:24][C:25]=3[O:27][C@H:28]([CH3:33])[C:29]([NH:35][CH3:34])=[O:31])[N:20]=[CH:19][N:18]=2)[CH:5]=[CH:6][C:7]=1[O:8][CH2:9][C:10]1[CH:15]=[CH:14][CH:13]=[CH:12][N:11]=1, predict the reactants needed to synthesize it. (3) Given the product [F:1][C:2]1[CH:3]=[C:4]([CH:5]=[C:6]([F:19])[C:7]=1[O:8][C:9]1[CH:10]=[N:11][C:12]([C:15]([F:16])([F:17])[F:18])=[CH:13][CH:14]=1)[CH2:20][O:21][C:35]1[CH:36]=[C:37]2[NH:29][C@@H:30]([CH3:40])[CH2:31][N:32]2[C:33](=[O:39])[N:34]=1, predict the reactants needed to synthesize it. The reactants are: [F:1][C:2]1[CH:3]=[C:4]([CH2:20][OH:21])[CH:5]=[C:6]([F:19])[C:7]=1[O:8][C:9]1[CH:10]=[N:11][C:12]([C:15]([F:18])([F:17])[F:16])=[CH:13][CH:14]=1.C(OC([N:29]1[C:37]2[N:32]([C:33](=[O:39])[N:34]=[C:35](Cl)[CH:36]=2)[CH2:31][C@@H:30]1[CH3:40])=O)(C)(C)C. (4) Given the product [CH3:33][O:32][C:31]1[C:3](=[O:2])[C:4]([CH3:38])=[C:5]([CH2:6][C:7]2[CH:20]=[CH:19][C:10]([C:11]([N:13]3[CH2:14][CH2:15][CH2:16][CH2:17][CH2:18]3)=[O:12])=[C:9]([O:21][CH2:22][C:23]3[CH:24]=[CH:25][CH:26]=[CH:27][CH:28]=3)[CH:8]=2)[C:29](=[O:36])[C:30]=1[O:34][CH3:35], predict the reactants needed to synthesize it. The reactants are: C[O:2][C:3]1[C:4]([CH3:38])=[C:5]([C:29]([O:36]C)=[C:30]([O:34][CH3:35])[C:31]=1[O:32][CH3:33])[CH2:6][C:7]1[CH:20]=[CH:19][C:10]([C:11]([N:13]2[CH2:18][CH2:17][CH2:16][CH2:15][CH2:14]2)=[O:12])=[C:9]([O:21][CH2:22][C:23]2[CH:28]=[CH:27][CH:26]=[CH:25][CH:24]=2)[CH:8]=1.O=[N+]([O-])[O-].[O-][N+](=O)[O-].[O-][N+](=O)[O-].[O-][N+](=O)[O-].[O-][N+](=O)[O-].[O-][N+](=O)[O-].[Ce+4].[NH4+].[NH4+]. (5) Given the product [CH2:35]([N:37]([C:38]1[CH:39]=[CH:40][C:41]2[O:46][CH2:45][C:44](=[O:47])[N:43]([CH2:48][CH2:49][CH2:50][O:51][CH3:52])[C:42]=2[CH:53]=1)[C:32]([C@H:20]1[CH2:21][C@@H:22]([NH:24][C:25](=[O:27])[C:20]([CH3:32])([CH3:21])[CH3:19])[CH2:23][NH:18][CH2:19]1)=[O:34])[CH3:36], predict the reactants needed to synthesize it. The reactants are: C1C2C(COC([N:18]3[CH2:23][C@H:22]([NH:24][C:25]([O:27]C(C)(C)C)=O)[CH2:21][C@H:20]([C:32]([OH:34])=O)[CH2:19]3)=O)C3C(=CC=CC=3)C=2C=CC=1.[CH2:35]([NH:37][C:38]1[CH:39]=[CH:40][C:41]2[O:46][CH2:45][C:44](=[O:47])[N:43]([CH2:48][CH2:49][CH2:50][O:51][CH3:52])[C:42]=2[CH:53]=1)[CH3:36].